The task is: Predict the reactants needed to synthesize the given product.. This data is from Full USPTO retrosynthesis dataset with 1.9M reactions from patents (1976-2016). (1) Given the product [NH2:19][C:20]1[CH:25]=[C:24]([C:2]2[S:6][C:5]([C:7]3[CH:8]=[C:9]4[C:13](=[CH:14][CH:15]=3)[C:12](=[O:16])[N:11]([CH3:17])[CH:10]4[CH3:18])=[CH:4][CH:3]=2)[CH:23]=[N:22][CH:21]=1, predict the reactants needed to synthesize it. The reactants are: I[C:2]1[S:6][C:5]([C:7]2[CH:8]=[C:9]3[C:13](=[CH:14][CH:15]=2)[C:12](=[O:16])[N:11]([CH3:17])[CH:10]3[CH3:18])=[CH:4][CH:3]=1.[NH2:19][C:20]1[CH:21]=[N:22][CH:23]=[C:24](B2OC(C)(C)C(C)(C)O2)[CH:25]=1. (2) Given the product [Cl:1][C:2]1[N:7]=[N:6][C:5]([O:8][CH3:9])=[C:4]([C:10]2[NH:12][C:13]3[C:14]([CH3:20])=[CH:15][CH:16]=[CH:17][C:18]=3[N:19]=2)[CH:3]=1, predict the reactants needed to synthesize it. The reactants are: [Cl:1][C:2]1[N:7]=[N:6][C:5]([O:8][CH3:9])=[C:4]([CH:10]=O)[CH:3]=1.[NH2:12][C:13]1[C:18]([NH2:19])=[CH:17][CH:16]=[CH:15][C:14]=1[CH3:20]. (3) The reactants are: [CH2:1]([N:8]1[CH:12]([CH3:13])[CH2:11][CH:10]([CH2:14][OH:15])[CH2:9]1)[C:2]1[CH:7]=[CH:6][CH:5]=[CH:4][CH:3]=1.C(N(CC)CC)C.[S:23](Cl)([C:26]1[CH:32]=[CH:31][C:29]([CH3:30])=[CH:28][CH:27]=1)(=[O:25])=[O:24].C([O-])(O)=O.[Na+]. Given the product [CH3:30][C:29]1[CH:31]=[CH:32][C:26]([S:23]([O:15][CH2:14][CH:10]2[CH2:11][CH:12]([CH3:13])[N:8]([CH2:1][C:2]3[CH:7]=[CH:6][CH:5]=[CH:4][CH:3]=3)[CH2:9]2)(=[O:25])=[O:24])=[CH:27][CH:28]=1, predict the reactants needed to synthesize it.